From a dataset of Catalyst prediction with 721,799 reactions and 888 catalyst types from USPTO. Predict which catalyst facilitates the given reaction. (1) Reactant: [CH2:1]([C@H:8]1[CH2:13][C@@H:12]([C:14]2[O:18][NH:17][C:16](=[O:19])[CH:15]=2)[CH2:11][CH2:10][N:9]1C(OC)=O)[C:2]1[CH:7]=[CH:6][CH:5]=[CH:4][CH:3]=1. Product: [CH2:1]([C@H:8]1[CH2:13][C@@H:12]([C:14]2[O:18][NH:17][C:16](=[O:19])[CH:15]=2)[CH2:11][CH2:10][NH:9]1)[C:2]1[CH:3]=[CH:4][CH:5]=[CH:6][CH:7]=1. The catalyst class is: 201. (2) Reactant: CC(C)([O-])C.[K+].[CH2:7]([NH:9][C:10]([NH:12][C:13]1[S:14][C:15]2[C:21]([C:22]#[C:23][C:24]3[N:25]([CH3:29])[CH:26]=[N:27][CH:28]=3)=[CH:20][C:19]([C:30]3[CH:31]=[N:32][C:33]([N:36]4[CH2:41][CH2:40][C:39]([CH3:47])([C:42]([O:44]CC)=[O:43])[CH2:38][CH2:37]4)=[N:34][CH:35]=3)=[CH:18][C:16]=2[N:17]=1)=[O:11])[CH3:8]. Product: [CH2:7]([NH:9][C:10]([NH:12][C:13]1[S:14][C:15]2[C:21]([C:22]#[C:23][C:24]3[N:25]([CH3:29])[CH:26]=[N:27][CH:28]=3)=[CH:20][C:19]([C:30]3[CH:35]=[N:34][C:33]([N:36]4[CH2:37][CH2:38][C:39]([CH3:47])([C:42]([OH:44])=[O:43])[CH2:40][CH2:41]4)=[N:32][CH:31]=3)=[CH:18][C:16]=2[N:17]=1)=[O:11])[CH3:8]. The catalyst class is: 16. (3) Product: [C:27]([C:24]1[CH:25]=[CH:26][C:21]([NH:20][C:15]([C:10]2[C:9]([C:6]3[CH:7]=[CH:8][C:3]([C:2]([F:19])([F:18])[F:1])=[CH:4][CH:5]=3)=[CH:14][CH:13]=[CH:12][CH:11]=2)=[O:16])=[CH:22][CH:23]=1)(=[O:29])[CH3:28]. The catalyst class is: 30. Reactant: [F:1][C:2]([F:19])([F:18])[C:3]1[CH:8]=[CH:7][C:6]([C:9]2[C:10]([C:15](Cl)=[O:16])=[CH:11][CH:12]=[CH:13][CH:14]=2)=[CH:5][CH:4]=1.[NH2:20][C:21]1[CH:26]=[CH:25][C:24]([C:27](=[O:29])[CH3:28])=[CH:23][CH:22]=1.C(N(CC)CC)C.C(OCC)(=O)C. (4) Reactant: CC(C)([O-])C.[K+].N[CH:8]=[CH:9][C:10](=[O:15])[C:11]([F:14])([F:13])[F:12].CO[CH:18](OC)[CH2:19][C:20]#[N:21].Cl. Product: [F:12][C:11]([F:14])([F:13])[C:10](=[O:15])[CH:9]=[CH:8][CH:18]=[CH:19][C:20]#[N:21]. The catalyst class is: 216. (5) Reactant: [CH3:1][N:2]1[CH:7]=[C:6]([C:8]2[CH:13]=[C:12]([CH2:14][S:15]([CH3:18])(=[O:17])=[O:16])[CH:11]=[CH:10][C:9]=2[NH:19][C:20]2[CH:21]=[N:22][CH:23]=[N:24][CH:25]=2)[C:5]2[CH:26]=[CH:27][NH:28][C:4]=2[C:3]1=[O:29].[CH2:30]=O. The catalyst class is: 15. Product: [CH3:1][N:2]1[C:3](=[O:29])[C:4]2[NH:28][CH:27]=[C:26]3[CH2:30][N:19]([C:20]4[CH:21]=[N:22][CH:23]=[N:24][CH:25]=4)[C:9]4[CH:10]=[CH:11][C:12]([CH2:14][S:15]([CH3:18])(=[O:16])=[O:17])=[CH:13][C:8]=4[C:6]([C:5]=23)=[CH:7]1.